Dataset: Forward reaction prediction with 1.9M reactions from USPTO patents (1976-2016). Task: Predict the product of the given reaction. (1) The product is: [N:42]1[N:46]2[CH2:47][CH2:48][CH2:49][NH:50][C:45]2=[C:44]([NH:51][C:22](=[O:24])[CH2:21][NH:20][C:1]([C:14]2[CH:19]=[CH:18][CH:17]=[CH:16][CH:15]=2)([C:2]2[CH:7]=[CH:6][CH:5]=[CH:4][CH:3]=2)[C:8]2[CH:13]=[CH:12][CH:11]=[CH:10][CH:9]=2)[CH:43]=1. Given the reactants [C:1]([NH:20][CH2:21][C:22]([OH:24])=O)([C:14]1[CH:19]=[CH:18][CH:17]=[CH:16][CH:15]=1)([C:8]1[CH:13]=[CH:12][CH:11]=[CH:10][CH:9]=1)[C:2]1[CH:7]=[CH:6][CH:5]=[CH:4][CH:3]=1.C(N(CC)CC)C.ClC(OC)=O.S(O)(O)(=O)=O.[N:42]1[N:46]2[CH2:47][CH2:48][CH2:49][NH:50][C:45]2=[C:44]([NH2:51])[CH:43]=1, predict the reaction product. (2) The product is: [Si:30]([O:10][CH2:9][CH2:8][C@@H:7]([CH3:11])[C@H:6]([N:12]([CH3:20])[C:13](=[O:19])[O:14][C:15]([CH3:16])([CH3:18])[CH3:17])[C:2]1[O:1][CH:5]=[CH:4][CH:3]=1)([C:27]([CH3:29])([CH3:28])[CH3:26])([C:37]1[CH:38]=[CH:39][CH:40]=[CH:41][CH:42]=1)[C:31]1[CH:36]=[CH:35][CH:34]=[CH:33][CH:32]=1. Given the reactants [O:1]1[CH:5]=[CH:4][CH:3]=[C:2]1[C@@H:6]([N:12]([CH3:20])[C:13](=[O:19])[O:14][C:15]([CH3:18])([CH3:17])[CH3:16])[C@H:7]([CH3:11])[CH2:8][CH2:9][OH:10].N1C=CN=C1.[CH3:26][C:27]([Si:30](Cl)([C:37]1[CH:42]=[CH:41][CH:40]=[CH:39][CH:38]=1)[C:31]1[CH:36]=[CH:35][CH:34]=[CH:33][CH:32]=1)([CH3:29])[CH3:28], predict the reaction product. (3) Given the reactants [Cl:1][C:2]1[CH:3]=[C:4]([CH:16]=[CH:17][CH:18]=1)[O:5][CH2:6][C:7]([NH:9][CH:10]1[CH2:15][CH2:14][NH:13][CH2:12][CH2:11]1)=[O:8].[Br:19][C:20]1[CH:25]=[CH:24][C:23]([N:26]2[CH:30]=[CH:29][C:28]([CH:31]=O)=[CH:27]2)=[CH:22][CH:21]=1.C([BH3-])#N.[N-]=C=O.C(O)C(N)(CO)CO, predict the reaction product. The product is: [Cl:1][C:2]1[CH:3]=[C:4]([CH:16]=[CH:17][CH:18]=1)[O:5][CH2:6][C:7]([NH:9][CH:10]1[CH2:15][CH2:14][N:13]([CH2:31][C:28]2[CH:29]=[CH:30][N:26]([C:23]3[CH:24]=[CH:25][C:20]([Br:19])=[CH:21][CH:22]=3)[CH:27]=2)[CH2:12][CH2:11]1)=[O:8]. (4) The product is: [CH3:28][O:23][C:22](=[O:25])[C:6]1[CH:5]=[CH:4][CH:9]=[CH:8][C:7]=1[N:10]1[CH2:11][CH2:12][N:13]([CH2:18][CH2:19][O:20][CH3:21])[CH2:14][CH2:15]1. Given the reactants COC(=O)[C:4]1[CH:9]=[CH:8][C:7]([N:10]2[CH2:15][CH2:14][NH:13][CH2:12][CH2:11]2)=[CH:6][CH:5]=1.Br[CH2:18][CH2:19][O:20][CH3:21].[C:22](=[O:25])([O-])[O-:23].[K+].[K+].[C:28](#N)C, predict the reaction product. (5) Given the reactants Br[C:2]1[CH:3]=[C:4]([C:8]2([C:18]3[CH:23]=[CH:22][N:21]=[C:20]([O:24][CH2:25][C:26]([F:29])([F:28])[F:27])[CH:19]=3)[C:16]3[C:11](=[N:12][CH:13]=[CH:14][CH:15]=3)[C:10]([NH2:17])=[N:9]2)[CH:5]=[CH:6][CH:7]=1.[N:30]1[CH:35]=[C:34](B(O)O)[CH:33]=[N:32][CH:31]=1.C(=O)([O-])[O-].[Cs+].[Cs+], predict the reaction product. The product is: [N:30]1[CH:35]=[C:34]([C:2]2[CH:3]=[C:4]([C:8]3([C:18]4[CH:23]=[CH:22][N:21]=[C:20]([O:24][CH2:25][C:26]([F:29])([F:27])[F:28])[CH:19]=4)[C:16]4[C:11](=[N:12][CH:13]=[CH:14][CH:15]=4)[C:10]([NH2:17])=[N:9]3)[CH:5]=[CH:6][CH:7]=2)[CH:33]=[N:32][CH:31]=1. (6) Given the reactants [F:1][C:2]1[CH:7]=[CH:6][C:5](I)=[CH:4][C:3]=1[N:9]1[CH:14]=[C:13]([O:15][CH3:16])[C:12](=[O:17])[C:11]([C:18]2[N:22]([C:23]3[CH:28]=[CH:27][CH:26]=[CH:25][CH:24]=3)[N:21]=[CH:20][CH:19]=2)=[N:10]1.[NH:29]1[CH:33]=[CH:32][CH:31]=[N:30]1.OC1C=CC=CC=1C=NO.C([O-])([O-])=O.[Cs+].[Cs+], predict the reaction product. The product is: [F:1][C:2]1[CH:7]=[CH:6][C:5]([N:29]2[CH:33]=[CH:32][CH:31]=[N:30]2)=[CH:4][C:3]=1[N:9]1[CH:14]=[C:13]([O:15][CH3:16])[C:12](=[O:17])[C:11]([C:18]2[N:22]([C:23]3[CH:28]=[CH:27][CH:26]=[CH:25][CH:24]=3)[N:21]=[CH:20][CH:19]=2)=[N:10]1.